Dataset: Reaction yield outcomes from USPTO patents with 853,638 reactions. Task: Predict the reaction yield, written as a fraction of the theoretical maximum amount of product (1.0 means a 100% yield; for example, 0.34 means a 34% yield). (1) The reactants are [Cl:1][C:2]1[N:7]=[CH:6][N+:5]([O-])=[C:4]2[CH2:9][CH2:10][C@@H:11]([CH3:12])[C:3]=12.[C:13]([O:16]C(=O)C)(=[O:15])[CH3:14]. No catalyst specified. The product is [C:13]([O:16][CH:9]1[C:4]2[N:5]=[CH:6][N:7]=[C:2]([Cl:1])[C:3]=2[C@H:11]([CH3:12])[CH2:10]1)(=[O:15])[CH3:14]. The yield is 0.700. (2) The reactants are [CH2:1]([O:7][C:8]1[CH:50]=[CH:49][C:11]([C:12]([O:32][CH2:33][C@H:34]2[O:38][C@@H:37]([N:39]3[CH:47]=[C:45]([CH3:46])[C:43](=[O:44])[NH:42][C:40]3=[O:41])[CH2:36][C@@H:35]2[OH:48])([C:26]2[CH:31]=[CH:30][CH:29]=[CH:28][CH:27]=2)[C:13]2[CH:18]=[CH:17][C:16]([O:19][CH2:20][CH2:21][CH:22]=[CH:23][CH:24]=[CH2:25])=[CH:15][CH:14]=2)=[CH:10][CH:9]=1)[CH2:2][CH:3]=[CH:4][CH:5]=[CH2:6].C(N(C(C)C)CC)(C)C.C(CC[O:64][P:65](Cl)[N:66](C(C)C)C(C)C)#N. The catalyst is ClCCl. The product is [P:65]([O:48][C@@H:35]1[C@@H:34]([CH2:33][O:32][C:12]([C:26]2[CH:31]=[CH:30][CH:29]=[CH:28][CH:27]=2)([C:11]2[CH:49]=[CH:50][C:8]([O:7][CH2:1][CH2:2][CH:3]=[CH:4][CH:5]=[CH2:6])=[CH:9][CH:10]=2)[C:13]2[CH:14]=[CH:15][C:16]([O:19][CH2:20][CH2:21][CH:22]=[CH:23][CH:24]=[CH2:25])=[CH:17][CH:18]=2)[O:38][C@@H:37]([N:39]2[CH:47]=[C:45]([CH3:46])[C:43](=[O:44])[NH:42][C:40]2=[O:41])[CH2:36]1)([NH2:66])[OH:64]. The yield is 0.720. (3) The reactants are [Cl:1][C:2]1[CH:7]=[CH:6][C:5]([NH:8][NH2:9])=[C:4]([CH3:10])[CH:3]=1.[C:11]([O:16][CH2:17][CH3:18])(=[O:15])[C:12]([CH3:14])=O.C([O-])(O)=O.[Na+]. The catalyst is C(O)(=O)C. The product is [CH2:17]([O:16][C:11](=[O:15])[C:12](=[N:9][NH:8][C:5]1[CH:6]=[CH:7][C:2]([Cl:1])=[CH:3][C:4]=1[CH3:10])[CH3:14])[CH3:18]. The yield is 0.970. (4) The product is [Br:1][C:2]1[CH:3]=[CH:4][C:5]([CH:8]2[C:12]3[CH:13]=[C:14]([NH:19][C:20](=[O:26])[CH2:21][C:22]([CH3:24])([CH3:23])[CH3:25])[C:15]([CH3:18])=[C:16]([CH3:17])[C:11]=3[O:10][C:9]2([CH3:28])[CH3:27])=[CH:6][CH:7]=1. The yield is 0.880. The catalyst is C(OCC)(=O)C.CCCCCC. The reactants are [Br:1][C:2]1[CH:7]=[CH:6][C:5]([C:8]2(O)[C:12]3[CH:13]=[C:14]([NH:19][C:20](=[O:26])[CH2:21][C:22]([CH3:25])([CH3:24])[CH3:23])[C:15]([CH3:18])=[C:16]([CH3:17])[C:11]=3[O:10][C:9]2([CH3:28])[CH3:27])=[CH:4][CH:3]=1. (5) The reactants are [CH:1]1[CH:6]=[CH:5][C:4]([O:7][C:8]2[CH:13]=[CH:12][C:11](Br)=[CH:10][CH:9]=2)=[CH:3][CH:2]=1.C([Li])CCC.[CH:20](=[O:27])[C:21]1[CH:26]=[CH:25][CH:24]=[CH:23][CH:22]=1. The catalyst is C1COCC1. The product is [O:7]([C:8]1[CH:13]=[CH:12][C:11]([CH:20]([C:21]2[CH:26]=[CH:25][CH:24]=[CH:23][CH:22]=2)[OH:27])=[CH:10][CH:9]=1)[C:4]1[CH:5]=[CH:6][CH:1]=[CH:2][CH:3]=1. The yield is 0.970. (6) The reactants are F[C:2]1[CH:7]=[CH:6][CH:5]=[CH:4][C:3]=1[N+:8]([O-:10])=[O:9].C(=O)([O-])[O-].[K+].[K+].[Cl:17][C:18]1[CH:23]=[C:22]([Cl:24])[CH:21]=[CH:20][C:19]=1[OH:25]. The catalyst is CN(C)C=O. The product is [Cl:17][C:18]1[CH:23]=[C:22]([Cl:24])[CH:21]=[CH:20][C:19]=1[O:25][C:2]1[CH:7]=[CH:6][CH:5]=[CH:4][C:3]=1[N+:8]([O-:10])=[O:9]. The yield is 0.910. (7) The reactants are CS(C)=O.[F:5][C:6]1[CH:24]=[CH:23][C:9]([CH2:10][O:11][C:12]2[CH:17]=[CH:16][C:15](/[CH:18]=[CH:19]/[N+:20]([O-:22])=[O:21])=[CH:14][N:13]=2)=[CH:8][CH:7]=1.C(O)(=O)C.[BH4-].[Na+]. The catalyst is O. The product is [F:5][C:6]1[CH:7]=[CH:8][C:9]([CH2:10][O:11][C:12]2[CH:17]=[CH:16][C:15]([CH2:18][CH2:19][N+:20]([O-:22])=[O:21])=[CH:14][N:13]=2)=[CH:23][CH:24]=1. The yield is 0.300. (8) The reactants are [Cl:1][C:2]1[CH:7]=[CH:6][N:5]=[C:4]([N:8]2[CH2:20][CH2:19][N:11]3[C:12]4[CH2:13][CH2:14][CH2:15][CH2:16][C:17]=4[CH:18]=[C:10]3[C:9]2=[O:21])[C:3]=1[CH2:22][OH:23].C(N(CC)CC)C.[C:31](Cl)(=[O:33])[CH3:32]. The catalyst is ClCCl. The product is [C:31]([O:23][CH2:22][C:3]1[C:4]([N:8]2[CH2:20][CH2:19][N:11]3[C:12]4[CH2:13][CH2:14][CH2:15][CH2:16][C:17]=4[CH:18]=[C:10]3[C:9]2=[O:21])=[N:5][CH:6]=[CH:7][C:2]=1[Cl:1])(=[O:33])[CH3:32]. The yield is 0.940. (9) The reactants are [NH2:1][C:2]1[C:7]([C:8]([OH:10])=[O:9])=[C:6]([O:11][CH3:12])[C:5]([O:13][CH3:14])=[C:4]([O:15][CH3:16])[CH:3]=1.[Si](C=[N+]=[N-])(C)(C)[CH3:18].CCOCC. The catalyst is C1COCC1.CO. The product is [NH2:1][C:2]1[C:7]([C:8]([O:10][CH3:18])=[O:9])=[C:6]([O:11][CH3:12])[C:5]([O:13][CH3:14])=[C:4]([O:15][CH3:16])[CH:3]=1. The yield is 0.990. (10) The reactants are [F:1][C:2]([F:19])([F:18])[C:3]1[CH:17]=[CH:16][C:6]([O:7][CH2:8][C:9]2([OH:15])[CH2:14][CH2:13][CH2:12][NH:11][CH2:10]2)=[CH:5][CH:4]=1.C(N(C(C)C)CC)(C)C.[Cl:29][C:30]1[CH:35]=[CH:34][C:33]([C:36]2([C:40](O)=[O:41])[CH2:39][CH2:38][CH2:37]2)=[CH:32][CH:31]=1.C1CN([P+](Br)(N2CCCC2)N2CCCC2)CC1.F[P-](F)(F)(F)(F)F. The catalyst is O.ClCCl. The product is [Cl:29][C:30]1[CH:31]=[CH:32][C:33]([C:36]2([C:40]([N:11]3[CH2:12][CH2:13][CH2:14][C:9]([OH:15])([CH2:8][O:7][C:6]4[CH:5]=[CH:4][C:3]([C:2]([F:1])([F:18])[F:19])=[CH:17][CH:16]=4)[CH2:10]3)=[O:41])[CH2:39][CH2:38][CH2:37]2)=[CH:34][CH:35]=1. The yield is 0.110.